From a dataset of TCR-epitope binding with 47,182 pairs between 192 epitopes and 23,139 TCRs. Binary Classification. Given a T-cell receptor sequence (or CDR3 region) and an epitope sequence, predict whether binding occurs between them. (1) The epitope is TEKSNIIRGW. The TCR CDR3 sequence is CASSLYPNEQFF. Result: 0 (the TCR does not bind to the epitope). (2) The epitope is KLSYGIATV. The TCR CDR3 sequence is CAWSGQGYEQFF. Result: 0 (the TCR does not bind to the epitope).